Dataset: Full USPTO retrosynthesis dataset with 1.9M reactions from patents (1976-2016). Task: Predict the reactants needed to synthesize the given product. (1) Given the product [F:1][C:2]1[CH:3]=[CH:4][C:5]([C:8]2[N:12]=[N:11][N:10]([CH3:13])[C:9]=2[CH2:14][O:15][C:16]2[CH:24]=[CH:23][C:19]([C:20]([NH:25][C:26]([CH3:30])([CH3:29])[CH2:27][OH:28])=[O:22])=[CH:18][N:17]=2)=[N:6][CH:7]=1, predict the reactants needed to synthesize it. The reactants are: [F:1][C:2]1[CH:3]=[CH:4][C:5]([C:8]2[N:12]=[N:11][N:10]([CH3:13])[C:9]=2[CH2:14][O:15][C:16]2[CH:24]=[CH:23][C:19]([C:20]([OH:22])=O)=[CH:18][N:17]=2)=[N:6][CH:7]=1.[NH2:25][C:26]([CH3:30])([CH3:29])[CH2:27][OH:28]. (2) Given the product [C:13]([O:9][CH2:8][C:5]1[CH:4]=[CH:3][C:2]([Cl:1])=[N:7][CH:6]=1)([CH3:16])([CH3:15])[CH3:14], predict the reactants needed to synthesize it. The reactants are: [Cl:1][C:2]1[N:7]=[CH:6][C:5]([CH2:8][OH:9])=[CH:4][CH:3]=1.C(OC(O[C:13]([CH3:16])([CH3:15])[CH3:14])=O)(O[C:13]([CH3:16])([CH3:15])[CH3:14])=O.Cl([O-])(=O)(=O)=O.[Mg+2].Cl([O-])(=O)(=O)=O. (3) Given the product [CH3:18][O:17][C:12]1[C:11]([CH2:10][N:2]2[CH2:7][CH2:6][C:5](=[O:8])[CH2:4][CH2:3]2)=[CH:16][CH:15]=[CH:14][N:13]=1, predict the reactants needed to synthesize it. The reactants are: Cl.[NH:2]1[CH2:7][CH2:6][C:5](=[O:8])[CH2:4][CH2:3]1.Cl[CH2:10][C:11]1[C:12]([O:17][CH3:18])=[N:13][CH:14]=[CH:15][CH:16]=1.C(=O)([O-])[O-].[K+].[K+].O.